From a dataset of NCI-60 drug combinations with 297,098 pairs across 59 cell lines. Regression. Given two drug SMILES strings and cell line genomic features, predict the synergy score measuring deviation from expected non-interaction effect. (1) Synergy scores: CSS=-0.446, Synergy_ZIP=-0.854, Synergy_Bliss=-2.97, Synergy_Loewe=-36.0, Synergy_HSA=-6.51. Cell line: ACHN. Drug 2: CCC1(CC2CC(C3=C(CCN(C2)C1)C4=CC=CC=C4N3)(C5=C(C=C6C(=C5)C78CCN9C7C(C=CC9)(C(C(C8N6C)(C(=O)OC)O)OC(=O)C)CC)OC)C(=O)OC)O.OS(=O)(=O)O. Drug 1: CN(C)C1=NC(=NC(=N1)N(C)C)N(C)C. (2) Drug 1: CC12CCC3C(C1CCC2O)C(CC4=C3C=CC(=C4)O)CCCCCCCCCS(=O)CCCC(C(F)(F)F)(F)F. Drug 2: C1C(C(OC1N2C=NC(=NC2=O)N)CO)O. Cell line: COLO 205. Synergy scores: CSS=20.9, Synergy_ZIP=-1.29, Synergy_Bliss=-0.971, Synergy_Loewe=-5.00, Synergy_HSA=0.961. (3) Drug 1: C1CC(C1)(C(=O)O)C(=O)O.[NH2-].[NH2-].[Pt+2]. Drug 2: CCN(CC)CCNC(=O)C1=C(NC(=C1C)C=C2C3=C(C=CC(=C3)F)NC2=O)C. Cell line: COLO 205. Synergy scores: CSS=-0.126, Synergy_ZIP=0.660, Synergy_Bliss=2.81, Synergy_Loewe=-0.0245, Synergy_HSA=0.288. (4) Drug 1: C1CN1P(=S)(N2CC2)N3CC3. Drug 2: C1CNP(=O)(OC1)N(CCCl)CCCl. Cell line: IGROV1. Synergy scores: CSS=3.82, Synergy_ZIP=-2.05, Synergy_Bliss=-0.192, Synergy_Loewe=-4.51, Synergy_HSA=-0.392. (5) Drug 1: CNC(=O)C1=CC=CC=C1SC2=CC3=C(C=C2)C(=NN3)C=CC4=CC=CC=N4. Drug 2: COC1=C2C(=CC3=C1OC=C3)C=CC(=O)O2. Cell line: RPMI-8226. Synergy scores: CSS=-3.99, Synergy_ZIP=4.69, Synergy_Bliss=0.343, Synergy_Loewe=-3.99, Synergy_HSA=-5.05. (6) Drug 1: CC12CCC3C(C1CCC2O)C(CC4=C3C=CC(=C4)O)CCCCCCCCCS(=O)CCCC(C(F)(F)F)(F)F. Drug 2: C1C(C(OC1N2C=NC(=NC2=O)N)CO)O. Cell line: UO-31. Synergy scores: CSS=1.11, Synergy_ZIP=-2.33, Synergy_Bliss=-1.82, Synergy_Loewe=-7.59, Synergy_HSA=-3.90.